Task: Binary Classification. Given a miRNA mature sequence and a target amino acid sequence, predict their likelihood of interaction.. Dataset: Experimentally validated miRNA-target interactions with 360,000+ pairs, plus equal number of negative samples (1) The miRNA is hsa-miR-9-3p with sequence AUAAAGCUAGAUAACCGAAAGU. The protein sequence of the target gene is MGSCCSCPDKDTVPDNHRNKFKVINVDDDGNELGSGIMELTDTELILYTRKRDSVKWHYLCLRRYGYDSNLFSFESGRRCQTGQGIFAFKCARAEELFNMLQEIMQNNSINVVEEPVVERNNHQTELEVPRTPRTPTTPGFAAQNLPNGYPRYPSFGDASSHPSSRHPSVGSARLPSVGEESTHPLLVAEEQVHTYVNTTGVQEERKNRTSVHVPLEARVSNAESSTPKEEPSSIEDRDPQILLEPEGVKFVLGPTPVQKQLMEKEKLEQLGRDQVSGSGANNTEWDTGYDSDERRDAPS.... Result: 1 (interaction). (2) The miRNA is hsa-miR-6511a-5p with sequence CAGGCAGAAGUGGGGCUGACAGG. The protein sequence of the target gene is MSECGGRGGGSSSSEDAEDEGGGGGGPAGSDCLSSSPTLATASSAGRLRRGLRGAFLMARQRPELLCGAVALGCALLLALKFTCSRAKDVIIPAKPPVSFFSLRSPVLDLFQGQLDYAEYVRRDSEVVLLFFYAPWCGQSIAARAEIEQAASRLSDQVLFVAINCWWNQGKCRKQKHFFYFPVIYLYHRSFGPIEYKGPMSAVYIEKFVRRVMKPLLYIPSQSELLDFLSNYEPGVLGYFEFSGSPQPPGYLTFFTSALHSLKKALESTSSPRALVSFTGEWHLETKIYVLDYLGTVRFG.... Result: 0 (no interaction).